Task: Predict the reaction yield, written as a fraction of the theoretical maximum amount of product (1.0 means a 100% yield; for example, 0.34 means a 34% yield).. Dataset: Reaction yield outcomes from USPTO patents with 853,638 reactions (1) The reactants are [NH2:1][C:2]1[C:7]([C:8]([O:10][CH2:11][CH3:12])=[O:9])=[CH:6][N:5]=[CH:4][N:3]=1.[C:13](OC(=O)C)(=[O:15])[CH3:14]. No catalyst specified. The product is [C:13]([NH:1][C:2]1[C:7]([C:8]([O:10][CH2:11][CH3:12])=[O:9])=[CH:6][N:5]=[CH:4][N:3]=1)(=[O:15])[CH3:14]. The yield is 0.590. (2) The reactants are [CH2:1]=P(C1C=CC=CC=1)(C1C=CC=CC=1)C1C=CC=CC=1.C([Li])CCC.[Br:26][C:27]1[CH:28]=[C:29]2[C:34](=[C:35]([CH:37]=O)[CH:36]=1)[O:33][C:32]([CH3:40])([CH3:39])[CH2:31][C:30]2([CH3:42])[CH3:41]. The catalyst is [Br-].C[P+](C1C=CC=CC=1)(C1C=CC=CC=1)C1C=CC=CC=1.CCCCCC. The product is [Br:26][C:27]1[CH:28]=[C:29]2[C:34](=[C:35]([CH:37]=[CH2:1])[CH:36]=1)[O:33][C:32]([CH3:40])([CH3:39])[CH2:31][C:30]2([CH3:42])[CH3:41]. The yield is 0.720.